Dataset: Full USPTO retrosynthesis dataset with 1.9M reactions from patents (1976-2016). Task: Predict the reactants needed to synthesize the given product. (1) Given the product [NH2:17][CH:16]=[C:13]1[C:12]([C:20]2[CH:25]=[CH:24][CH:23]=[C:22]([I:26])[CH:21]=2)=[N:11][N:10]([C:2]2[S:1][C:5]3[CH:6]=[CH:7][CH:8]=[CH:9][C:4]=3[N:3]=2)[C:14]1=[O:15], predict the reactants needed to synthesize it. The reactants are: [S:1]1[C:5]2[CH:6]=[CH:7][CH:8]=[CH:9][C:4]=2[N:3]=[C:2]1[N:10]1[C:14](=[O:15])[C:13](=[CH:16][N:17](C)C)[C:12]([C:20]2[CH:25]=[CH:24][CH:23]=[C:22]([I:26])[CH:21]=2)=[N:11]1. (2) Given the product [OH:6][CH:5]([C:7]1[CH:12]=[CH:11][C:10]([C:13]([CH3:18])([CH3:17])[C:14]([OH:16])=[O:15])=[CH:9][CH:8]=1)[CH2:4][CH2:3][CH2:2][I:1], predict the reactants needed to synthesize it. The reactants are: [I:1][CH2:2][CH2:3][CH2:4][C:5]([C:7]1[CH:12]=[CH:11][C:10]([C:13]([CH3:18])([CH3:17])[C:14]([OH:16])=[O:15])=[CH:9][CH:8]=1)=[O:6].Cl. (3) The reactants are: FC(F)(F)S(O[CH2:7][C@H:8]([N:27]=[N+:28]=[N-:29])[CH2:9][O:10][CH2:11][CH2:12][CH2:13][CH2:14][CH2:15][CH2:16][CH2:17][CH2:18][CH2:19][CH2:20][CH2:21][CH2:22][CH2:23][CH2:24][CH2:25][CH3:26])(=O)=O.[CH:32]1[C:44]2[CH:43]([CH2:45][O:46][C:47]([NH:49][C@@H:50]([CH2:58][SH:59])[C:51]([O:53][C:54]([CH3:57])([CH3:56])[CH3:55])=[O:52])=[O:48])[C:42]3[C:37](=[CH:38][CH:39]=[CH:40][CH:41]=3)[C:36]=2[CH:35]=[CH:34][CH:33]=1.C([O-])([O-])=O.[K+].[K+]. Given the product [N:27]([C@H:8]([CH2:9][O:10][CH2:11][CH2:12][CH2:13][CH2:14][CH2:15][CH2:16][CH2:17][CH2:18][CH2:19][CH2:20][CH2:21][CH2:22][CH2:23][CH2:24][CH2:25][CH3:26])[CH2:7][S:59][CH2:58][C@@H:50]([C:51]([O:53][C:54]([CH3:57])([CH3:56])[CH3:55])=[O:52])[NH:49][C:47](=[O:48])[O:46][CH2:45][CH:43]1[C:44]2[CH:32]=[CH:33][CH:34]=[CH:35][C:36]=2[C:37]2[C:42]1=[CH:41][CH:40]=[CH:39][CH:38]=2)=[N+:28]=[N-:29], predict the reactants needed to synthesize it. (4) Given the product [NH2:1][C:2]1[N:24]([CH3:22])[CH:20]=[N:4][C:3]=1[C:5]([O:7][CH2:8][CH3:9])=[O:6], predict the reactants needed to synthesize it. The reactants are: [N:1]#[C:2][C@@H:3]([C:5]([O:7][CH2:8][CH3:9])=[O:6])[NH2:4].C(OCC)(OCC)OCC.[CH3:20]N.[C:22](#[N:24])C. (5) Given the product [CH3:45][C:33]1[CH:38]=[C:37]([CH3:39])[CH:36]=[C:35]([CH3:40])[C:34]=1[S:41]([O:5][CH2:4][CH2:3][CH2:2][NH:1][C:14]([O:16][C:17]([CH3:18])([CH3:19])[CH3:20])=[O:15])(=[O:42])=[O:43], predict the reactants needed to synthesize it. The reactants are: [NH2:1][CH2:2][CH2:3][CH2:4][OH:5].[C:14](O[C:14]([O:16][C:17]([CH3:20])([CH3:19])[CH3:18])=[O:15])([O:16][C:17]([CH3:20])([CH3:19])[CH3:18])=[O:15].C(N(CC)CC)C.Cl.CN(C)C.[C:33]1([CH3:45])[CH:38]=[C:37]([CH3:39])[CH:36]=[C:35]([CH3:40])[C:34]=1[S:41](Cl)(=[O:43])=[O:42]. (6) The reactants are: Cl[C:2]1[C:11]2[C:6](=[CH:7][CH:8]=[C:9]([C:12]([O:14][CH2:15][CH3:16])=[O:13])[CH:10]=2)[CH:5]=[CH:4][N:3]=1.[CH3:17][O:18][C:19]1[CH:26]=[CH:25][C:22]([CH2:23][NH2:24])=[CH:21][CH:20]=1.C(=O)([O-])[O-].[K+].[K+]. Given the product [CH3:17][O:18][C:19]1[CH:26]=[CH:25][C:22]([CH2:23][NH:24][C:2]2[C:11]3[C:6](=[CH:7][CH:8]=[C:9]([C:12]([O:14][CH2:15][CH3:16])=[O:13])[CH:10]=3)[CH:5]=[CH:4][N:3]=2)=[CH:21][CH:20]=1, predict the reactants needed to synthesize it. (7) Given the product [C:1]1([C:7]([C:22]2[CH:27]=[CH:26][CH:25]=[CH:24][CH:23]=2)([C:15]2[CH:20]=[CH:19][CH:18]=[CH:17][CH:16]=2)[C:9]2[CH:14]=[CH:13][CH:12]=[CH:11][CH:10]=2)[CH:6]=[CH:5][CH:4]=[CH:3][CH:2]=1, predict the reactants needed to synthesize it. The reactants are: [C:1]1([C:7]([C:15]2[CH:20]=[CH:19][CH:18]=[CH:17][CH:16]=2)([C:9]2[CH:14]=[CH:13][CH:12]=[CH:11][CH:10]=2)O)[CH:6]=[CH:5][CH:4]=[CH:3][CH:2]=1.N[C:22]1[CH:27]=[CH:26][CH:25]=[CH:24][CH:23]=1.Cl.